From a dataset of Reaction yield outcomes from USPTO patents with 853,638 reactions. Predict the reaction yield, written as a fraction of the theoretical maximum amount of product (1.0 means a 100% yield; for example, 0.34 means a 34% yield). (1) The reactants are [NH2:1][C:2]1[CH:3]=[CH:4][C:5]([O:19][CH2:20][CH2:21][CH3:22])=[C:6]([C:8]2[NH:13][C:12](=[O:14])[C:11]([CH2:15][CH3:16])=[C:10]([CH2:17][CH3:18])[N:9]=2)[CH:7]=1.[CH3:23][C:24](=O)[CH2:25][CH2:26][C:27](=O)[CH3:28].C(O)(=O)C. The catalyst is C(O)C. The product is [CH3:28][C:27]1[N:1]([C:2]2[CH:3]=[CH:4][C:5]([O:19][CH2:20][CH2:21][CH3:22])=[C:6]([C:8]3[NH:13][C:12](=[O:14])[C:11]([CH2:15][CH3:16])=[C:10]([CH2:17][CH3:18])[N:9]=3)[CH:7]=2)[C:24]([CH3:23])=[CH:25][CH:26]=1. The yield is 0.440. (2) The catalyst is CO. The yield is 0.420. The product is [Br:1][C:2]1[CH:3]=[CH:4][C:5]([C:6]([C@H:8]2[CH2:13][CH2:12][CH2:11][CH2:10][C@H:9]2[C:14]([O:16][CH3:19])=[O:15])=[O:7])=[CH:17][CH:18]=1. The reactants are [Br:1][C:2]1[CH:18]=[CH:17][C:5]([C:6]([C@H:8]2[CH2:13][CH2:12][CH2:11][CH2:10][C@H:9]2[C:14]([OH:16])=[O:15])=[O:7])=[CH:4][CH:3]=1.[CH3:19]OC(OC)(C)C.Cl. (3) The reactants are [N+:1]([C:4]1[CH:5]=[C:6]([NH:10][C:11]2[CH:16]=[CH:15][N:14]=[C:13]([C:17]3[NH:21][CH:20]=[C:19]([C:22]([O:24][CH3:25])=[O:23])[CH:18]=3)[CH:12]=2)[CH:7]=[CH:8][CH:9]=1)([O-])=O. The catalyst is CCOC(C)=O.CCO. The product is [NH2:1][C:4]1[CH:5]=[C:6]([NH:10][C:11]2[CH:16]=[CH:15][N:14]=[C:13]([C:17]3[NH:21][CH:20]=[C:19]([C:22]([O:24][CH3:25])=[O:23])[CH:18]=3)[CH:12]=2)[CH:7]=[CH:8][CH:9]=1. The yield is 0.960. (4) The reactants are C([O:8][C:9]1[CH:10]=[C:11]([O:15][S:16]([C:19]2[CH:24]=[CH:23][CH:22]=[CH:21][C:20]=2[Cl:25])(=[O:18])=[O:17])[CH:12]=[CH:13][CH:14]=1)C1C=CC=CC=1. The catalyst is O1CCCC1.[Pd]. The product is [OH:8][C:9]1[CH:10]=[C:11]([O:15][S:16]([C:19]2[CH:24]=[CH:23][CH:22]=[CH:21][C:20]=2[Cl:25])(=[O:18])=[O:17])[CH:12]=[CH:13][CH:14]=1. The yield is 0.950.